From a dataset of Reaction yield outcomes from USPTO patents with 853,638 reactions. Predict the reaction yield, written as a fraction of the theoretical maximum amount of product (1.0 means a 100% yield; for example, 0.34 means a 34% yield). (1) The reactants are Br[C:2]1[CH:3]=[C:4]([C:12]2[CH:17]=[CH:16][N:15]=[CH:14][CH:13]=2)[S:5][C:6]=1[C:7]1[NH:11][CH:10]=[N:9][N:8]=1.O1CCCC1.[Li]CCCC.[CH3:28][O:29][C:30]1[CH:37]=[CH:36][C:33]([CH:34]=[O:35])=[CH:32][CH:31]=1. No catalyst specified. The product is [CH3:28][O:29][C:30]1[CH:37]=[CH:36][C:33]([CH:34]([C:2]2[CH:3]=[C:4]([C:12]3[CH:17]=[CH:16][N:15]=[CH:14][CH:13]=3)[S:5][C:6]=2[C:7]2[NH:11][CH:10]=[N:9][N:8]=2)[OH:35])=[CH:32][CH:31]=1. The yield is 0.235. (2) The reactants are [F:1][C:2]1[CH:9]=[CH:8][C:5]([CH2:6][NH2:7])=[CH:4][CH:3]=1.C([O:12][C:13]([C:15]1[N:16]=[C:17]2[CH:22]=[CH:21][C:20]([N:23]3[CH2:28][CH2:27][N:26]([C:29](=[O:41])[C:30]4[CH:35]=[C:34]([F:36])[CH:33]=[CH:32][C:31]=4[C:37]([F:40])([F:39])[F:38])[CH2:25][CH2:24]3)=[N:19][N:18]2[CH:42]=1)=O)C. No catalyst specified. The product is [F:1][C:2]1[CH:9]=[CH:8][C:5]([CH2:6][NH:7][C:13]([C:15]2[N:16]=[C:17]3[CH:22]=[CH:21][C:20]([N:23]4[CH2:28][CH2:27][N:26]([C:29](=[O:41])[C:30]5[CH:35]=[C:34]([F:36])[CH:33]=[CH:32][C:31]=5[C:37]([F:38])([F:40])[F:39])[CH2:25][CH2:24]4)=[N:19][N:18]3[CH:42]=2)=[O:12])=[CH:4][CH:3]=1. The yield is 0.380.